From a dataset of Forward reaction prediction with 1.9M reactions from USPTO patents (1976-2016). Predict the product of the given reaction. (1) Given the reactants N1C=CC=CC=1.Cl[S:8]([C:11]1[CH:16]=[CH:15][C:14]([F:17])=[CH:13][C:12]=1[CH2:18][C:19]([O:21][CH3:22])=[O:20])(=[O:10])=[O:9].[NH2:23][C:24]1[C:33]([C:34]([O:36][CH3:37])=[O:35])=[C:32]2[C:27]([C@H:28]3[CH2:38][C@H:29]3[CH2:30][O:31]2)=[CH:26][CH:25]=1, predict the reaction product. The product is: [F:17][C:14]1[CH:15]=[CH:16][C:11]([S:8]([NH:23][C:24]2[C:33]([C:34]([O:36][CH3:37])=[O:35])=[C:32]3[C:27]([C@H:28]4[CH2:38][C@H:29]4[CH2:30][O:31]3)=[CH:26][CH:25]=2)(=[O:10])=[O:9])=[C:12]([CH2:18][C:19]([O:21][CH3:22])=[O:20])[CH:13]=1. (2) Given the reactants C[N:2]([CH:4]=[N:5][C:6]([CH:8]([CH2:36][CH2:37][C:38]([F:41])([CH3:40])[CH3:39])[CH2:9][CH:10]([O:32][C:33](=[O:35])[CH3:34])[CH:11]([NH:19][C:20]([C:22]1[CH:31]=[N:30][C:29]2[C:24](=[CH:25][CH:26]=[CH:27][CH:28]=2)[N:23]=1)=[O:21])[CH2:12][C:13]1[CH:18]=[CH:17][CH:16]=[CH:15][CH:14]=1)=O)C.[NH2:42]N.C(=O)(O)[O-].[Na+], predict the reaction product. The product is: [F:41][C:38]([CH3:39])([CH3:40])[CH2:37][CH2:36][CH:8]([C:6]1[NH:5][CH:4]=[N:2][N:42]=1)[CH2:9][CH:10]([O:32][C:33](=[O:35])[CH3:34])[CH:11]([NH:19][C:20]([C:22]1[CH:31]=[N:30][C:29]2[C:24](=[CH:25][CH:26]=[CH:27][CH:28]=2)[N:23]=1)=[O:21])[CH2:12][C:13]1[CH:18]=[CH:17][CH:16]=[CH:15][CH:14]=1. (3) Given the reactants [Cl:1][C:2]1(Cl)[CH2:4][CH:3]1[C:5]([O:7][C:8]([CH3:11])([CH3:10])[CH3:9])=[O:6].C([SnH](CCCC)CCCC)CCC.CC(N=NC(C#N)(C)C)(C#N)C, predict the reaction product. The product is: [Cl:1][C@@H:2]1[CH2:4][C@H:3]1[C:5]([O:7][C:8]([CH3:11])([CH3:10])[CH3:9])=[O:6]. (4) Given the reactants [OH:1][C@H:2]([CH2:37][NH:38][CH2:39][C:40]1[CH:45]=[CH:44][CH:43]=[C:42]([O:46]C)[CH:41]=1)[C@@H:3]([NH:11][C:12](=[O:36])[C:13]1[CH:29]=[C:28]([N:30]([CH3:35])[S:31]([CH3:34])(=[O:33])=[O:32])[CH:27]=[C:15]([C:16]([NH:18][C@@H:19]([C:21]2[CH:26]=[CH:25][CH:24]=[CH:23][CH:22]=2)[CH3:20])=[O:17])[CH:14]=1)[CH2:4][C:5]1[CH:10]=[CH:9][CH:8]=[CH:7][CH:6]=1.B(Br)(Br)Br, predict the reaction product. The product is: [OH:1][C@H:2]([CH2:37][NH:38][CH2:39][C:40]1[CH:45]=[CH:44][CH:43]=[C:42]([OH:46])[CH:41]=1)[C@@H:3]([NH:11][C:12](=[O:36])[C:13]1[CH:29]=[C:28]([N:30]([CH3:35])[S:31]([CH3:34])(=[O:33])=[O:32])[CH:27]=[C:15]([C:16]([NH:18][C@@H:19]([C:21]2[CH:22]=[CH:23][CH:24]=[CH:25][CH:26]=2)[CH3:20])=[O:17])[CH:14]=1)[CH2:4][C:5]1[CH:6]=[CH:7][CH:8]=[CH:9][CH:10]=1. (5) Given the reactants [O:1]1[C:5]2[CH:6]=[CH:7][C:8]([C:10]3[CH:15]=[CH:14][C:13]([N:16]4[C:20]([CH2:21][C@@H:22]5[CH2:26][CH2:25][N:24]([C:27]([CH:29]6[CH2:31][CH2:30]6)=[O:28])[CH2:23]5)=[N:19][NH:18][C:17]4=[O:32])=[CH:12][CH:11]=3)=[CH:9][C:4]=2[CH:3]=[CH:2]1.C(=O)([O-])[O-].[K+].[K+].Cl[CH2:40][CH2:41][OH:42], predict the reaction product. The product is: [O:1]1[C:5]2[CH:6]=[CH:7][C:8]([C:10]3[CH:11]=[CH:12][C:13]([N:16]4[C:20]([CH2:21][C@@H:22]5[CH2:26][CH2:25][N:24]([C:27]([CH:29]6[CH2:30][CH2:31]6)=[O:28])[CH2:23]5)=[N:19][N:18]([CH2:40][CH2:41][OH:42])[C:17]4=[O:32])=[CH:14][CH:15]=3)=[CH:9][C:4]=2[CH:3]=[CH:2]1. (6) Given the reactants [OH:1][CH2:2][C@H:3]1[CH2:10][N:9]([C:11]([O:13][C:14]([CH3:17])([CH3:16])[CH3:15])=[O:12])[CH2:8][C:5]2([CH2:7][CH2:6]2)[N:4]1[C:18]([O:20][CH2:21][CH:22]1[C:34]2[CH:33]=[CH:32][CH:31]=[CH:30][C:29]=2[C:28]2[C:23]1=[CH:24][CH:25]=[CH:26][CH:27]=2)=[O:19].CC(OI1(OC(C)=O)(OC(C)=O)OC(=O)C2C=CC=CC1=2)=O, predict the reaction product. The product is: [CH:2]([C@H:3]1[CH2:10][N:9]([C:11]([O:13][C:14]([CH3:17])([CH3:15])[CH3:16])=[O:12])[CH2:8][C:5]2([CH2:6][CH2:7]2)[N:4]1[C:18]([O:20][CH2:21][CH:22]1[C:23]2[CH:24]=[CH:25][CH:26]=[CH:27][C:28]=2[C:29]2[C:34]1=[CH:33][CH:32]=[CH:31][CH:30]=2)=[O:19])=[O:1]. (7) Given the reactants [CH3:1][N:2]1[CH2:7][CH2:6][NH:5][CH2:4][CH2:3]1.Br[CH2:9][C:10]1[CH:11]=[CH:12][C:13]([O:38][CH2:39][O:40][CH3:41])=[C:14]([CH:37]=1)[C:15]([NH:17][C:18]1[CH:30]=[C:29]([C:31]2[CH:36]=[CH:35][CH:34]=[CH:33][CH:32]=2)[CH:28]=[CH:27][C:19]=1[C:20]([O:22][C:23]([CH3:26])([CH3:25])[CH3:24])=[O:21])=[O:16], predict the reaction product. The product is: [CH3:41][O:40][CH2:39][O:38][C:13]1[CH:12]=[CH:11][C:10]([CH2:9][N:5]2[CH2:6][CH2:7][N:2]([CH3:1])[CH2:3][CH2:4]2)=[CH:37][C:14]=1[C:15]([NH:17][C:18]1[CH:30]=[C:29]([C:31]2[CH:36]=[CH:35][CH:34]=[CH:33][CH:32]=2)[CH:28]=[CH:27][C:19]=1[C:20]([O:22][C:23]([CH3:26])([CH3:24])[CH3:25])=[O:21])=[O:16].